Predict which catalyst facilitates the given reaction. From a dataset of Catalyst prediction with 721,799 reactions and 888 catalyst types from USPTO. (1) Reactant: [NH2:1][C:2]1[CH:7]=[CH:6][CH:5]=[CH:4][N:3]=1.C(N(CC)CC)C.[CH3:15][C:16]([CH3:21])([CH3:20])[C:17](Cl)=[O:18]. Product: [N:3]1[CH:4]=[CH:5][CH:6]=[CH:7][C:2]=1[NH:1][C:17](=[O:18])[C:16]([CH3:21])([CH3:20])[CH3:15]. The catalyst class is: 4. (2) Reactant: [CH3:1][C:2]1[CH:7]=[CH:6][N:5]([C:8]2[CH:12]=[CH:11][S:10][CH:9]=2)[C:4](=[O:13])[CH:3]=1.C(O[CH:19](N(C)C)[N:20]([CH3:22])[CH3:21])(C)(C)C. Product: [CH3:19][N:20]([CH3:22])[CH:21]=[CH:1][C:2]1[CH:7]=[CH:6][N:5]([C:8]2[CH:12]=[CH:11][S:10][CH:9]=2)[C:4](=[O:13])[CH:3]=1. The catalyst class is: 9.